This data is from Full USPTO retrosynthesis dataset with 1.9M reactions from patents (1976-2016). The task is: Predict the reactants needed to synthesize the given product. (1) The reactants are: [CH3:1][C:2]1[CH:7]=[CH:6][C:5]([NH2:8])=[CH:4][C:3]=1[NH:9][C:10]1[N:15]=[C:14]([C:16]2[CH:21]=[N:20][CH:19]=[CH:18][N:17]=2)[CH:13]=[CH:12][N:11]=1.[F:22][C:23]([F:37])([O:27][C:28]1[CH:29]=[C:30]([CH:34]=[CH:35][CH:36]=1)[C:31](O)=[O:32])[CH:24]([F:26])[F:25].F[P-](F)(F)(F)(F)F.N1(O[P+](N(C)C)(N(C)C)N(C)C)C2C=CC=CC=2N=N1.CCN(C(C)C)C(C)C. Given the product [CH3:1][C:2]1[CH:7]=[CH:6][C:5]([NH:8][C:31](=[O:32])[C:30]2[CH:34]=[CH:35][CH:36]=[C:28]([O:27][C:23]([F:22])([F:37])[CH:24]([F:25])[F:26])[CH:29]=2)=[CH:4][C:3]=1[NH:9][C:10]1[N:15]=[C:14]([C:16]2[CH:21]=[N:20][CH:19]=[CH:18][N:17]=2)[CH:13]=[CH:12][N:11]=1, predict the reactants needed to synthesize it. (2) Given the product [C:1]([O:5][C:6](=[O:27])[NH:7][C:8]1[CH:17]=[C:16]([O:18][CH2:19][C:20]2[CH:21]=[CH:22][CH:23]=[CH:24][CH:25]=2)[C:15]2[C:10](=[CH:11][CH:12]=[CH:13][C:14]=2[Br:26])[C:9]=1[I:39])([CH3:4])([CH3:2])[CH3:3], predict the reactants needed to synthesize it. The reactants are: [C:1]([O:5][C:6](=[O:27])[NH:7][C:8]1[CH:17]=[C:16]([O:18][CH2:19][C:20]2[CH:25]=[CH:24][CH:23]=[CH:22][CH:21]=2)[C:15]2[C:10](=[CH:11][CH:12]=[CH:13][C:14]=2[Br:26])[CH:9]=1)([CH3:4])([CH3:3])[CH3:2].CC1C=CC(S(O)(=O)=O)=CC=1.[I:39]NC(=O)CCC(N)=O. (3) Given the product [NH:1]([C:2]1[CH:3]=[C:4]([C:8]([F:9])([F:10])[F:11])[CH:5]=[CH:6][CH:7]=1)[C:13]#[N:12], predict the reactants needed to synthesize it. The reactants are: [NH2:1][C:2]1[CH:3]=[C:4]([C:8]([F:11])([F:10])[F:9])[CH:5]=[CH:6][CH:7]=1.[N:12]#[C:13]Br.